From a dataset of TCR-epitope binding with 47,182 pairs between 192 epitopes and 23,139 TCRs. Binary Classification. Given a T-cell receptor sequence (or CDR3 region) and an epitope sequence, predict whether binding occurs between them. (1) The epitope is KLSALGINAV. The TCR CDR3 sequence is CASSWDPTYNEQFF. Result: 1 (the TCR binds to the epitope). (2) The epitope is HTDFSSEIIGY. The TCR CDR3 sequence is CSVITPRGMNTEAFF. Result: 0 (the TCR does not bind to the epitope). (3) The epitope is YLNTLTLAV. The TCR CDR3 sequence is CASSLAFGAQPQHF. Result: 1 (the TCR binds to the epitope). (4) The epitope is TLIGDCATV. The TCR CDR3 sequence is CASGFSLNTEAFF. Result: 0 (the TCR does not bind to the epitope).